Dataset: Full USPTO retrosynthesis dataset with 1.9M reactions from patents (1976-2016). Task: Predict the reactants needed to synthesize the given product. (1) Given the product [CH2:27]([C:5]1[CH:6]=[CH:19][N:15]=[C:14]([C:12]#[N:13])[CH:20]=1)[CH2:28][CH2:29][CH2:30][CH3:31], predict the reactants needed to synthesize it. The reactants are: C(O[C:5](=O)[CH3:6])(=O)C.C[Si]([C:12]#[N:13])(C)C.[CH3:14][N:15]([CH3:19])C(Cl)=O.[C:20](=O)([O-])[O-].[K+].[K+].N1[CH:31]=[CH:30][CH:29]=[CH:28][CH:27]=1. (2) Given the product [F:1][C:2]1[CH:7]=[CH:6][CH:5]=[CH:4][C:3]=1[C:8]1[CH:9]=[N:10][C:11]([N:14]2[C:22]3[C:17](=[CH:18][CH:19]=[C:20]([C:23]([N:50]4[CH2:54][CH2:53][C@@H:52]([CH2:55][OH:56])[CH2:51]4)=[O:24])[CH:21]=3)[C:16]([S:26]([CH3:27])=[O:35])=[CH:15]2)=[N:12][CH:13]=1, predict the reactants needed to synthesize it. The reactants are: [F:1][C:2]1[CH:7]=[CH:6][CH:5]=[CH:4][C:3]=1[C:8]1[CH:9]=[N:10][C:11]([N:14]2[C:22]3[C:17](=[CH:18][CH:19]=[C:20]([C:23](O)=[O:24])[CH:21]=3)[C:16]([S:26][CH3:27])=[CH:15]2)=[N:12][CH:13]=1.CN(C([O:35]N1N=NC2C=CC=CC1=2)=[N+](C)C)C.[B-](F)(F)(F)F.[NH:50]1[CH2:54][CH2:53][C@@H:52]([CH2:55][OH:56])[CH2:51]1.ClC1C=C(C=CC=1)C(OO)=O. (3) Given the product [CH:28]([OH:30])=[O:29].[CH3:1][C@@H:2]1[CH2:3][N:4]([S:8]([C:11]2[CH:12]=[CH:13][C:14]([C:17]([F:20])([F:18])[F:19])=[CH:15][CH:16]=2)(=[O:9])=[O:10])[CH2:5][CH2:6][N:7]1[C:28]([C:27]1[C:22]([CH3:21])=[N:23][CH:24]=[CH:25][CH:26]=1)=[O:29], predict the reactants needed to synthesize it. The reactants are: [CH3:1][C@H:2]1[NH:7][CH2:6][CH2:5][N:4]([S:8]([C:11]2[CH:16]=[CH:15][C:14]([C:17]([F:20])([F:19])[F:18])=[CH:13][CH:12]=2)(=[O:10])=[O:9])[CH2:3]1.[CH3:21][C:22]1[C:27]([C:28]([OH:30])=[O:29])=[CH:26][CH:25]=[CH:24][N:23]=1.C1C=CC2N(O)N=NC=2C=1.O.CN(C(ON1N=NC2C=CC=CC1=2)=[N+](C)C)C.F[P-](F)(F)(F)(F)F.CCN(C(C)C)C(C)C. (4) Given the product [CH2:1]([O:8][C:9]1[CH:14]=[C:13]([F:15])[C:12]([N+:16]([O-:18])=[O:17])=[C:11]([N:28]2[CH:29]=[C:30]([CH3:32])[N:31]=[C:27]2[Br:26])[CH:10]=1)[C:2]1[CH:3]=[CH:4][CH:5]=[CH:6][CH:7]=1, predict the reactants needed to synthesize it. The reactants are: [CH2:1]([O:8][C:9]1[CH:10]=[C:11](F)[C:12]([N+:16]([O-:18])=[O:17])=[C:13]([F:15])[CH:14]=1)[C:2]1[CH:7]=[CH:6][CH:5]=[CH:4][CH:3]=1.C(=O)([O-])[O-].[K+].[K+].[Br:26][C:27]1[NH:28][CH:29]=[C:30]([CH3:32])[N:31]=1. (5) Given the product [Br:1][C:2]1[CH:7]=[CH:6][C:5]([CH2:8][CH2:9][NH:10][S:19]([C:15]2[CH:16]=[CH:17][CH:18]=[C:13]([C:11]#[N:12])[CH:14]=2)(=[O:21])=[O:20])=[CH:4][CH:3]=1, predict the reactants needed to synthesize it. The reactants are: [Br:1][C:2]1[CH:7]=[CH:6][C:5]([CH2:8][CH2:9][NH2:10])=[CH:4][CH:3]=1.[C:11]([C:13]1[CH:14]=[C:15]([S:19](Cl)(=[O:21])=[O:20])[CH:16]=[CH:17][CH:18]=1)#[N:12]. (6) Given the product [CH3:22][O:23][C:24]([C:26]1[C:30]([NH:31][C:43]([C:39]2[C:38]([NH:35][C:36]3[CH:37]=[N:5][CH:4]=[N:3][CH:2]=3)=[CH:17][CH:16]=[C:15]([CH:14]3[CH2:13][CH2:12]3)[N:20]=2)=[O:44])=[CH:29][N:28]([CH3:32])[N:27]=1)=[O:25], predict the reactants needed to synthesize it. The reactants are: C[CH2:2][N:3]=[C:4]=[N:5]CCCN(C)C.[CH:12]1[CH:13]=[CH:14][C:15]2[N:20](O)N=N[C:16]=2[CH:17]=1.[CH3:22][O:23][C:24]([C:26]1[C:30]([NH2:31])=[CH:29][N:28]([CH3:32])[N:27]=1)=[O:25].C([N:35]([CH2:38][CH3:39])[CH2:36][CH3:37])C.CN([CH:43]=[O:44])C. (7) Given the product [F:32][C:29]1[CH:28]=[CH:27][C:26]([C:8]2([C:5]3[CH:6]=[CH:7][C:2]([F:1])=[CH:3][CH:4]=3)[CH2:12][CH2:11][N:10]([CH2:13][C:14](=[O:24])[N:15]3[CH2:18][C:17]4([CH2:19][CH2:20][N:21]([CH2:34][C:35]5[CH:36]=[CH:37][C:38]([C:41]([F:42])([F:43])[F:44])=[CH:39][CH:40]=5)[CH2:22][CH2:23]4)[CH2:16]3)[C:9]2=[O:25])=[CH:31][CH:30]=1, predict the reactants needed to synthesize it. The reactants are: [F:1][C:2]1[CH:7]=[CH:6][C:5]([C:8]2([C:26]3[CH:31]=[CH:30][C:29]([F:32])=[CH:28][CH:27]=3)[CH2:12][CH2:11][N:10]([CH2:13][C:14](=[O:24])[N:15]3[CH2:18][C:17]4([CH2:23][CH2:22][NH:21][CH2:20][CH2:19]4)[CH2:16]3)[C:9]2=[O:25])=[CH:4][CH:3]=1.Br[CH2:34][C:35]1[CH:40]=[CH:39][C:38]([C:41]([F:44])([F:43])[F:42])=[CH:37][CH:36]=1.C(N(C(C)C)C(C)C)C. (8) Given the product [CH3:31][C:32]1[CH:36]=[C:35]([C:10]2[CH:11]=[CH:12][C:13]3[N:19]4[CH2:20][C@H:16]([CH2:17][CH2:18]4)[N:15]([C:21]([NH:23][C:24]4[CH:29]=[N:28][CH:27]=[CH:26][N:25]=4)=[O:22])[C:14]=3[N:30]=2)[NH:34][N:33]=1, predict the reactants needed to synthesize it. The reactants are: P([O-])([O-])([O-])=O.[K+].[K+].[K+].Cl[C:10]1[CH:11]=[CH:12][C:13]2[N:19]3[CH2:20][C@H:16]([CH2:17][CH2:18]3)[N:15]([C:21]([NH:23][C:24]3[CH:29]=[N:28][CH:27]=[CH:26][N:25]=3)=[O:22])[C:14]=2[N:30]=1.[CH3:31][C:32]1[CH:36]=[C:35](B2OC(C)(C)C(C)(C)O2)[NH:34][N:33]=1.CC(C1C=C(C(C)C)C(C2C=CC=CC=2P(C2CCCCC2)C2CCCCC2)=C(C(C)C)C=1)C. (9) The reactants are: [NH2:1][C:2]1[CH:3]=[CH:4][C:5]([F:19])=[C:6]([C@:8]2([CH3:18])[CH2:14][C:13]([CH3:16])([CH3:15])[O:12][CH2:11][C:10](=[S:17])[NH:9]2)[CH:7]=1.[F:20][C:21]([F:34])([F:33])[CH2:22][O:23][C:24]1[CH:25]=[CH:26][C:27]([C:30](O)=[O:31])=[N:28][CH:29]=1. Given the product [F:19][C:5]1[CH:4]=[CH:3][C:2]([NH:1][C:30]([C:27]2[CH:26]=[CH:25][C:24]([O:23][CH2:22][C:21]([F:34])([F:33])[F:20])=[CH:29][N:28]=2)=[O:31])=[CH:7][C:6]=1[C@:8]1([CH3:18])[CH2:14][C:13]([CH3:16])([CH3:15])[O:12][CH2:11][C:10](=[S:17])[NH:9]1, predict the reactants needed to synthesize it.